From a dataset of Forward reaction prediction with 1.9M reactions from USPTO patents (1976-2016). Predict the product of the given reaction. (1) Given the reactants F[B-](F)(F)F.C1([N+]2C=CN([CH:17]3[CH2:22][CH2:21]CCC3)C=2)CCCCC1.Br[C:24]1[CH:32]=[CH:31][CH:30]=[C:29]2[C:25]=1[CH2:26][CH2:27][C@H:28]2[O:33][C:34]1[CH:46]=[CH:45][C:37]2[C@H:38]([CH2:41][C:42]([OH:44])=[O:43])[CH2:39][O:40][C:36]=2[CH:35]=1.O1CCC[CH2:48]1, predict the reaction product. The product is: [C:22]([C:24]1[CH:32]=[CH:31][CH:30]=[C:29]2[C:25]=1[CH2:26][CH2:27][C@H:28]2[O:33][C:34]1[CH:46]=[CH:45][C:37]2[C@H:38]([CH2:41][C:42]([OH:44])=[O:43])[CH2:39][O:40][C:36]=2[CH:35]=1)([CH3:21])([CH3:17])[CH3:48]. (2) Given the reactants Br[C:2]1[C:3]([N:17]2[CH2:22][CH2:21][N:20]([C:23]([O:25][C:26]([CH3:29])([CH3:28])[CH3:27])=[O:24])[CH2:19][CH2:18]2)=[CH:4][CH:5]=[C:6]2[C:11]=1[CH:10]=[N:9][C:8]([C:12]([O:14][CH2:15][CH3:16])=[O:13])=[CH:7]2.[O-]P([O-])([O-])=O.[K+].[K+].[K+].[C:38]1([CH3:44])C=CC=C[CH:39]=1, predict the reaction product. The product is: [CH2:15]([O:14][C:12]([C:8]1[N:9]=[CH:10][C:11]2[C:6]([CH:7]=1)=[CH:5][CH:4]=[C:3]([N:17]1[CH2:18][CH2:19][N:20]([C:23]([O:25][C:26]([CH3:28])([CH3:27])[CH3:29])=[O:24])[CH2:21][CH2:22]1)[C:2]=2[CH:44]1[CH2:38][CH2:39]1)=[O:13])[CH3:16]. (3) Given the reactants [Cl:1][C:2]1[CH:7]=[C:6]([C:8]2[C:16]3[C:11](=[N:12][CH:13]=[CH:14][CH:15]=3)[N:10](S(C3C=CC=CC=3)(=O)=[O:18])[CH:9]=2)[N:5]=[C:4]([NH:26][C@H:27]2[CH2:32][CH2:31][C@H:30]([NH2:33])[CH2:29][CH2:28]2)[N:3]=1.[N:34]([CH3:37])=[C:35]=[O:36].CCN(C(C)C)C(C)C.[CH2:47]1[CH2:51][O:50]CC1, predict the reaction product. The product is: [C:51]([O-:18])(=[O:50])[CH3:47].[NH4+:3].[Cl:1][C:2]1[CH:7]=[C:6]([C:8]2[C:16]3[C:11](=[N:12][CH:13]=[CH:14][CH:15]=3)[NH:10][CH:9]=2)[N:5]=[C:4]([NH:26][C@H:27]2[CH2:28][CH2:29][C@H:30]([NH:33][C:35]([NH:34][CH3:37])=[O:36])[CH2:31][CH2:32]2)[N:3]=1. (4) Given the reactants C([O:3][C:4]([C:6]1[CH:14]=[C:13]2[C:9]([C:10]([C:25](=[O:35])[NH:26][CH2:27][C:28]3[CH:33]=[CH:32][C:31]([F:34])=[CH:30][CH:29]=3)=[C:11]([CH:22]([CH3:24])[CH3:23])[N:12]2[CH2:15][C:16]2[CH:21]=[CH:20][CH:19]=[CH:18][N:17]=2)=[CH:8][CH:7]=1)=[O:5])C.[OH-].[Na+].O, predict the reaction product. The product is: [F:34][C:31]1[CH:30]=[CH:29][C:28]([CH2:27][NH:26][C:25]([C:10]2[C:9]3[C:13](=[CH:14][C:6]([C:4]([OH:5])=[O:3])=[CH:7][CH:8]=3)[N:12]([CH2:15][C:16]3[CH:21]=[CH:20][CH:19]=[CH:18][N:17]=3)[C:11]=2[CH:22]([CH3:23])[CH3:24])=[O:35])=[CH:33][CH:32]=1. (5) Given the reactants [CH3:1][C:2]1[N:3]=[C:4]([C:15]2([OH:19])[CH2:18][O:17][CH2:16]2)[N:5]([CH2:7][O:8][CH2:9][CH2:10][Si:11]([CH3:14])([CH3:13])[CH3:12])[CH:6]=1.C1C(=O)N([I:27])C(=O)C1, predict the reaction product. The product is: [I:27][C:6]1[N:5]([CH2:7][O:8][CH2:9][CH2:10][Si:11]([CH3:13])([CH3:14])[CH3:12])[C:4]([C:15]2([OH:19])[CH2:18][O:17][CH2:16]2)=[N:3][C:2]=1[CH3:1].